From a dataset of Drug-target binding data from BindingDB using Ki measurements. Regression. Given a target protein amino acid sequence and a drug SMILES string, predict the binding affinity score between them. We predict pKi (pKi = -log10(Ki in M); higher means stronger inhibition). Dataset: bindingdb_ki. (1) The small molecule is CNC/C=C(/c1ccc(Br)cc1)c1cccnc1. The target is MLLARMKPQVQPELGGADQ. The pKi is 6.4. (2) The compound is COc1cccc2c1C1CN(CCn3c(=O)[nH]c4c(sc5ccccc54)c3=O)CC1CC2. The target protein (P18841) has sequence MNPDLDTGHNTSAPAQWGELKDANFTGPNQTSSNSTLPQLDVTRAISVGLVLGAFILFAIVGNILVILSVACNRHLRTPTNYFIVNLAIADLLLSFTVLPFSATLEVLGYWVLGRIFCDIWAAVDVLCCTASILSLCAISIDRYIGVRYSLQYPTLVTRRKAILALLSVWVLSTVISIGPLLGWKEPAPNDDKECGVTEEPFYALFSSLGSFYIPLAVILVMYCRVYIVAKRTTKNLEAGVMKEMSNSKELTLRIHSKNFHEDTLSSTKAKGHNPRSSIAVKLFKFSREKKAAKTLGIVVGMFILCWLPFFIALPLGSLFSTLKPPDAVFKVVFWLGYFNSCLNPIIYPCSSKEFKRAFMRILGCQCRSGRRRRRRRRLGACAYTYRPWTRGGSLERSQSRKDSLDDSGSCMSGSQRTLPSASPSPGYLGRGAQPPLELCAYPEWKSGALLSLPEPPGRRGRLDSGPLFTFKLLGEPESPGTEGDASNGGCDATTDLANG.... The pKi is 8.1. (3) The compound is CCC(C)C(NC(=O)C(C)NC(=O)C(Cc1cnc[nH]1)NC(=O)C1CCCN1C(=O)CNC(=O)C(CC(C)C)NC(=O)C(CC(C)C)NC(=O)C(Cc1ccc(O)cc1)NC(=O)CNC(=O)C(C)NC(=O)C(CO)NC(=O)C(CC(N)=O)NC(=O)C(CC(C)C)NC(=O)C(NC(=O)C(N)Cc1c[nH]c2ccccc12)C(C)O)C(=O)NC(CC(=O)O)C(=O)NC(CC(N)=O)C(=O)NC(Cc1cnc[nH]1)C(=O)NC(CCCN=C(N)N)C(=O)NC(CO)C(=O)NC(Cc1ccccc1)C(=O)NC(CO)C(=O)NC(CC(=O)O)C(=O)NC(CCCCN)C(=O)NC(Cc1cnc[nH]1)C(=O)NCC(=O)NC(CC(C)C)C(N)=O. The target protein (Q62805) has sequence MELAPVNLSEGNGSDPEPPAEPRPLFGIGVENFITLVVFGLIFAMGVLGNSLVITVLARSKPGKPRSTTNLFILNLSIADLAYLLFCIPFQATVYALPTWVLGAFICKFIHYFFTVSMLVSIFTLAAMSVDRYVAIVHSRRSSSLRVSRNALLGVGFIWALSIAMASPVAYYQRLFHRDSNQTFCWEHWPNQLHKKAYVVCTFVFGYLLPLLLICFCYAKVLNHLHKKLKNMSKKSEASKKKTAQTVLVVVVVFGISWLPHHVIHLWAEFGAFPLTPASFFFRITAHCLAYSNSSVNPIIYAFLSENFRKAYKQVFKCRVCNESPHGDAKEKNRIDTPPSTNCTHV. The pKi is 8.1.